From a dataset of Full USPTO retrosynthesis dataset with 1.9M reactions from patents (1976-2016). Predict the reactants needed to synthesize the given product. (1) Given the product [CH2:13]([C:15]1[C:16]([OH:40])=[CH:17][C:18]([OH:35])=[C:19]([C:25]2[CH:26]=[C:27]([CH:32]=[CH:33][CH:34]=2)[C:28]([O:30][CH3:31])=[O:29])[C:20]=1[CH2:21][CH2:22][O:23][CH3:24])[CH3:14], predict the reactants needed to synthesize it. The reactants are: C(Cl)(=O)OC.C(N(CC)CC)C.[CH2:13]([C:15]1[C:16]([O:40]C(OC)=O)=[CH:17][C:18]([O:35]C(OC)=O)=[C:19]([C:25]2[CH:26]=[C:27]([CH:32]=[CH:33][CH:34]=2)[C:28]([O:30][CH3:31])=[O:29])[C:20]=1[CH2:21][CH2:22][O:23][CH3:24])[CH3:14].[BH4-].[Na+].N. (2) Given the product [C:9]([O:8][C:6](=[O:7])[NH:5][CH2:4][CH2:3][Br:2])([CH3:12])([CH3:11])[CH3:10], predict the reactants needed to synthesize it. The reactants are: Br.[Br:2][CH2:3][CH2:4][NH2:5].[C:6](O[C:6]([O:8][C:9]([CH3:12])([CH3:11])[CH3:10])=[O:7])([O:8][C:9]([CH3:12])([CH3:11])[CH3:10])=[O:7].[OH-].[Na+]. (3) Given the product [CH3:1][C:2]1[C:3]([C:16]2[CH:17]=[C:18]([CH:22]=[CH:23][C:45]([Cl:46])=[O:41])[CH:19]=[CH:20][CH:21]=2)=[CH:4][C:5]2[C:6]([CH3:15])([CH3:14])[CH2:7][CH2:8][C:9]([CH3:12])([CH3:13])[C:10]=2[CH:11]=1, predict the reactants needed to synthesize it. The reactants are: [CH3:1][C:2]1[C:3]([C:16]2[CH:17]=[C:18]([C:22](=C)[C:23](O)=O)[CH:19]=[CH:20][CH:21]=2)=[CH:4][C:5]2[C:6]([CH3:15])([CH3:14])[CH2:7][CH2:8][C:9]([CH3:13])([CH3:12])[C:10]=2[CH:11]=1.C1(NC2CCCCC2)CCCCC1.S(Cl)(Cl)=[O:41].Cl[CH2:45][Cl:46]. (4) Given the product [F:1][C:2]1[CH:3]=[C:4]([CH:29]=[C:30]([N:32]2[CH2:37][CH2:36][O:35][CH2:34][CH2:33]2)[CH:31]=1)[C:5]([NH:7][C:8]1[C:17]2[C:12](=[CH:13][CH:14]=[CH:15][CH:16]=2)[C:11]([O:18][C:19]2[CH:24]=[CH:23][N:22]=[C:21]([NH:44][CH2:43][CH:39]3[CH2:40][CH2:41][CH2:42][O:38]3)[N:20]=2)=[CH:10][CH:9]=1)=[O:6], predict the reactants needed to synthesize it. The reactants are: [F:1][C:2]1[CH:3]=[C:4]([CH:29]=[C:30]([N:32]2[CH2:37][CH2:36][O:35][CH2:34][CH2:33]2)[CH:31]=1)[C:5]([NH:7][C:8]1[C:17]2[C:12](=[CH:13][CH:14]=[CH:15][CH:16]=2)[C:11]([O:18][C:19]2[CH:24]=[CH:23][N:22]=[C:21](S(C)(=O)=O)[N:20]=2)=[CH:10][CH:9]=1)=[O:6].[O:38]1[CH2:42][CH2:41][CH2:40][CH:39]1[CH2:43][NH2:44].